From a dataset of Full USPTO retrosynthesis dataset with 1.9M reactions from patents (1976-2016). Predict the reactants needed to synthesize the given product. Given the product [F:1][C:2]1[CH:7]=[CH:6][CH:5]=[CH:4][C:3]=1[C@H:8]([NH:10][C:11]([C:13]1[CH:14]=[C:15]2[C:19](=[CH:20][CH:21]=1)[NH:18][N:17]=[C:16]2[C:34]1[CH:35]=[CH:36][C:31]([O:30][CH:27]2[CH2:26][CH2:25][N:24]([CH3:23])[CH2:29][CH2:28]2)=[CH:32][CH:33]=1)=[O:12])[CH3:9], predict the reactants needed to synthesize it. The reactants are: [F:1][C:2]1[CH:7]=[CH:6][CH:5]=[CH:4][C:3]=1[C@H:8]([NH:10][C:11]([C:13]1[CH:14]=[C:15]2[C:19](=[CH:20][CH:21]=1)[NH:18][N:17]=[C:16]2I)=[O:12])[CH3:9].[CH3:23][N:24]1[CH2:29][CH2:28][CH:27]([O:30][C:31]2[CH:36]=[CH:35][C:34](B3OC(C)(C)C(C)(C)O3)=[CH:33][CH:32]=2)[CH2:26][CH2:25]1.